From a dataset of Full USPTO retrosynthesis dataset with 1.9M reactions from patents (1976-2016). Predict the reactants needed to synthesize the given product. The reactants are: [Na].Br[C:3]1[C:8]([C:9]2[CH:14]=[CH:13][CH:12]=[C:11]([F:15])[CH:10]=2)=[C:7]([C:16](=[O:18])[CH3:17])[CH:6]=[C:5]([Cl:19])[C:4]=1[CH3:20].[CH2:21]([O:23][CH:24]([N:26]1[CH:30]=[C:29](B2OC(C)(C)C(C)(C)O2)[CH:28]=[N:27]1)[CH3:25])[CH3:22]. Given the product [Cl:19][C:5]1[C:4]([CH3:20])=[C:3]([C:29]2[CH:28]=[N:27][N:26]([CH:24]([O:23][CH2:21][CH3:22])[CH3:25])[CH:30]=2)[C:8]([C:9]2[CH:14]=[CH:13][CH:12]=[C:11]([F:15])[CH:10]=2)=[C:7]([C:16](=[O:18])[CH3:17])[CH:6]=1, predict the reactants needed to synthesize it.